From a dataset of Full USPTO retrosynthesis dataset with 1.9M reactions from patents (1976-2016). Predict the reactants needed to synthesize the given product. (1) Given the product [Cl:19][C:13]1[CH:14]=[C:15]([Cl:18])[CH:16]=[CH:17][C:12]=1[CH2:11][N:7]1[C:6]2[CH:20]=[C:2]([B:25]3[O:26][C:27]([CH3:29])([CH3:28])[C:23]([CH3:39])([CH3:22])[O:24]3)[CH:3]=[C:4]([CH3:21])[C:5]=2[N:9]=[C:8]1[CH3:10], predict the reactants needed to synthesize it. The reactants are: Br[C:2]1[CH:3]=[C:4]([CH3:21])[C:5]2[N:9]=[C:8]([CH3:10])[N:7]([CH2:11][C:12]3[CH:17]=[CH:16][C:15]([Cl:18])=[CH:14][C:13]=3[Cl:19])[C:6]=2[CH:20]=1.[CH3:22][C:23]1([CH3:39])[C:27]([CH3:29])([CH3:28])[O:26][B:25]([B:25]2[O:26][C:27]([CH3:29])([CH3:28])[C:23]([CH3:39])([CH3:22])[O:24]2)[O:24]1. (2) Given the product [CH2:18]([O:17][CH:4]([O:3][CH2:1][CH3:2])[C:5]1[O:13][C:12]2[C:11]([C:14]([NH:28][C:23]3[CH:24]=[CH:25][CH:26]=[CH:27][C:22]=3[O:21][CH3:20])=[O:16])=[CH:10][N:9]=[CH:8][C:7]=2[CH:6]=1)[CH3:19], predict the reactants needed to synthesize it. The reactants are: [CH2:1]([O:3][CH:4]([O:17][CH2:18][CH3:19])[C:5]1[O:13][C:12]2[C:11]([C:14]([OH:16])=O)=[CH:10][N:9]=[CH:8][C:7]=2[CH:6]=1)[CH3:2].[CH3:20][O:21][C:22]1[C:23]([NH2:28])=[CH:24][CH:25]=[CH:26][CH:27]=1.F[P-](F)(F)(F)(F)F.N1(O[P+](N(C)C)(N(C)C)N(C)C)C2C=CC=CC=2N=N1.C(N(C(C)C)CC)(C)C. (3) Given the product [Cl:1][C:2]1[N:7]=[C:6]([O:18][CH2:19][CH3:20])[N:5]=[C:4]([N:12]2[CH2:17][CH2:16][O:15][CH2:14][CH2:13]2)[CH:3]=1, predict the reactants needed to synthesize it. The reactants are: [Cl:1][C:2]1[N:7]=[C:6](S(C)(=O)=O)[N:5]=[C:4]([N:12]2[CH2:17][CH2:16][O:15][CH2:14][CH2:13]2)[CH:3]=1.[O-:18][CH2:19][CH3:20].[Na+].C(O)C.